This data is from Reaction yield outcomes from USPTO patents with 853,638 reactions. The task is: Predict the reaction yield, written as a fraction of the theoretical maximum amount of product (1.0 means a 100% yield; for example, 0.34 means a 34% yield). (1) The reactants are ClCCl.[NH:4]1[C:14]2[C:9](=[CH:10][CH:11]=[CH:12][CH:13]=2)[C:7](=[O:8])[C:5]1=[O:6].[S:15]1[CH:19]=[CH:18][C:17](B(O)O)=[CH:16]1.C(N(CC)CC)C. The catalyst is C(OC(=O)C)(=O)C.C(N(CC)CC)C.O.C([O-])(=O)C.[Cu+2].C([O-])(=O)C.C([O-])(=O)C.[Cu+2].C([O-])(=O)C. The product is [S:15]1[CH:19]=[CH:18][C:17]([N:4]2[C:14]3[C:9](=[CH:10][CH:11]=[CH:12][CH:13]=3)[C:7](=[O:8])[C:5]2=[O:6])=[CH:16]1. The yield is 0.330. (2) The reactants are C1(P(C2C=CC=CC=2)C2C=CC=CC=2)C=CC=CC=1.[CH3:20][N:21]1[CH2:25][CH2:24][CH:23]([OH:26])[CH2:22]1.[Cl:27][N:28]([C:36]1[C:45]2[C:40](=[CH:41][C:42]([OH:48])=[C:43]([O:46][CH3:47])[CH:44]=2)[N:39]=[CH:38][N:37]=1)[C:29]1[CH:34]=[CH:33][CH:32]=[CH:31][C:30]=1[F:35].N(C(OCC)=O)=NC(OCC)=O.C(Cl)[Cl:62]. No catalyst specified. The product is [OH2:26].[ClH:27].[Cl:62][C:32]1[CH:33]=[CH:34][C:29]([NH:28][C:36]2[C:45]3[C:40](=[CH:41][C:42]([O:48][CH:23]4[CH2:24][CH2:25][N:21]([CH3:20])[CH2:22]4)=[C:43]([O:46][CH3:47])[CH:44]=3)[N:39]=[CH:38][N:37]=2)=[C:30]([F:35])[CH:31]=1. The yield is 0.400. (3) The reactants are [CH3:1][C:2]1([CH3:15])[O:7][C:6]2[CH:8]=[C:9]([CH:12]=O)[CH:10]=[CH:11][C:5]=2[C:4](=[O:14])[O:3]1.[CH2:16]([C:22]1[CH:27]=[CH:26][C:25]([C:28]#[C:29][C:30]2[CH:36]=[CH:35][C:33]([NH2:34])=[CH:32][CH:31]=2)=[CH:24][CH:23]=1)[CH2:17][CH2:18][CH2:19][CH2:20][CH3:21].[BH4-].[Na+]. The catalyst is O. The product is [CH2:16]([C:22]1[CH:27]=[CH:26][C:25]([C:28]#[C:29][C:30]2[CH:36]=[CH:35][C:33]([NH:34][CH2:12][C:9]3[CH:10]=[CH:11][C:5]4[C:4](=[O:14])[O:3][C:2]([CH3:15])([CH3:1])[O:7][C:6]=4[CH:8]=3)=[CH:32][CH:31]=2)=[CH:24][CH:23]=1)[CH2:17][CH2:18][CH2:19][CH2:20][CH3:21]. The yield is 0.300. (4) The reactants are [Cl:1][C:2]1[CH:3]=[C:4]([CH:8]2[C:12]([C:15]3[CH:20]=[CH:19][C:18]([Cl:21])=[CH:17][CH:16]=3)([C:13]#[N:14])[CH:11]([CH2:22][C:23]([CH3:26])([CH3:25])[CH3:24])[NH:10][CH:9]2[C:27]([OH:29])=O)[CH:5]=[CH:6][CH:7]=1.[N:30]1([CH2:36][CH2:37][OH:38])[CH2:35][CH2:34][NH:33][CH2:32][CH2:31]1.CN(C(ON1N=NC2C=CC=NC1=2)=[N+](C)C)C.F[P-](F)(F)(F)(F)F.CCN(C(C)C)C(C)C. The catalyst is C(Cl)Cl. The product is [Cl:1][C:2]1[CH:3]=[C:4]([CH:8]2[CH:9]([C:27]([N:33]3[CH2:34][CH2:35][N:30]([CH2:36][CH2:37][OH:38])[CH2:31][CH2:32]3)=[O:29])[NH:10][CH:11]([CH2:22][C:23]([CH3:24])([CH3:26])[CH3:25])[C:12]2([C:15]2[CH:20]=[CH:19][C:18]([Cl:21])=[CH:17][CH:16]=2)[C:13]#[N:14])[CH:5]=[CH:6][CH:7]=1. The yield is 0.635. (5) The reactants are [CH3:1][O:2][C:3]([CH:5]1[CH2:14][C:13]2[C:8](=[CH:9][C:10]([O:17][CH3:18])=[C:11]([O:15][CH3:16])[CH:12]=2)[CH2:7][NH:6]1)=[O:4]. The catalyst is C1(C)C=CC=CC=1.O1CCOCC1.C1COCC1.O=[Mn]=O. The product is [CH3:1][O:2][C:3]([C:5]1[N:6]=[CH:7][C:8]2[C:13]([CH:14]=1)=[CH:12][C:11]([O:15][CH3:16])=[C:10]([O:17][CH3:18])[CH:9]=2)=[O:4]. The yield is 0.260. (6) The reactants are [Cl:1][C:2]1[CH:10]=[C:6]([C:7]([OH:9])=O)[C:5]([OH:11])=[CH:4][CH:3]=1.[NH2:12][C:13]1[CH:14]=[C:15]([N:19]2[C:23]([C:24]3[CH:29]=[CH:28][CH:27]=[CH:26][CH:25]=3)=[CH:22][C:21]([C:30]([F:33])([F:32])[F:31])=[N:20]2)[CH:16]=[CH:17][CH:18]=1. No catalyst specified. The product is [Cl:1][C:2]1[CH:3]=[CH:4][C:5]([OH:11])=[C:6]([CH:10]=1)[C:7]([NH:12][C:13]1[CH:18]=[CH:17][CH:16]=[C:15]([N:19]2[C:23]([C:24]3[CH:29]=[CH:28][CH:27]=[CH:26][CH:25]=3)=[CH:22][C:21]([C:30]([F:33])([F:32])[F:31])=[N:20]2)[CH:14]=1)=[O:9]. The yield is 0.744.